This data is from Catalyst prediction with 721,799 reactions and 888 catalyst types from USPTO. The task is: Predict which catalyst facilitates the given reaction. (1) Reactant: [Cl:1][C:2]1[C:11]2[C:6](=[CH:7][C:8]([F:12])=[CH:9][CH:10]=2)[CH:5]=[CH:4][N:3]=1.[Li+].CC([N-]C(C)C)C.C1CCCCC1.[CH2:27]([S:30][S:30][CH2:27][CH2:28][CH3:29])[CH2:28][CH3:29]. Product: [Cl:1][C:2]1[C:11]2[C:6](=[C:7]([S:30][CH2:27][CH2:28][CH3:29])[C:8]([F:12])=[CH:9][CH:10]=2)[CH:5]=[CH:4][N:3]=1. The catalyst class is: 1. (2) Reactant: Br[C:2]1[S:3][CH:4]=[C:5]([C:7]([CH3:10])([CH3:9])[CH3:8])[N:6]=1.[CH3:11][C:12]1[CH:13]=[C:14]([CH:19]=[CH:20][C:21]=1B1OC(C)(C)C(C)(C)O1)[C:15]([O:17][CH3:18])=[O:16].C(=O)([O-])[O-].[K+].[K+]. Product: [C:7]([C:5]1[N:6]=[C:2]([C:21]2[CH:20]=[CH:19][C:14]([C:15]([O:17][CH3:18])=[O:16])=[CH:13][C:12]=2[CH3:11])[S:3][CH:4]=1)([CH3:10])([CH3:9])[CH3:8]. The catalyst class is: 38. (3) Reactant: [H-].[Na+].[N:3]1([CH2:8][CH2:9][OH:10])[CH2:7][CH2:6][CH2:5][CH2:4]1.CC1C=CC(S(O[CH2:22][CH2:23][CH:24]2[CH2:28][O:27][C:26]([CH3:30])([CH3:29])[O:25]2)(=O)=O)=CC=1.C(O)C. Product: [CH3:29][C:26]1([CH3:30])[O:25][CH:24]([CH2:23][CH2:22][O:10][CH2:9][CH2:8][N:3]2[CH2:7][CH2:6][CH2:5][CH2:4]2)[CH2:28][O:27]1. The catalyst class is: 355. (4) Reactant: [OH:1][C:2]1[CH:9]=[CH:8][CH:7]=[C:6]([O:10][CH3:11])[C:3]=1[CH:4]=O.[C:12](#[N:15])[CH:13]=C.N12CCN(CC1)C[CH2:17]2. Product: [CH3:17][O:1][C:2]1[CH:9]=[CH:8][CH:7]=[C:6]2[C:3]=1[CH:4]=[C:13]([C:12]#[N:15])[CH2:11][O:10]2. The catalyst class is: 28. (5) Reactant: [CH2:1]([N:3]1[C:15]2[CH:14]=[CH:13][C:12]([NH:16][CH2:17][CH2:18][CH:19]([CH3:23])[CH2:20][CH2:21][OH:22])=[CH:11][C:10]=2[C:9]2[C:4]1=[CH:5][CH:6]=[CH:7][CH:8]=2)[CH3:2].CC(C)([O-:27])C.[K+].F[C:31]1[CH:32]=[C:33]([C:39]#[N:40])[C:34](=[CH:37][CH:38]=1)[C:35]#[N:36].C(OCC)(=O)C. Product: [C:39]([C:33]1[CH:32]=[C:31]([CH:38]=[CH:37][C:34]=1[C:35]#[N:36])[O:22][CH2:21][CH2:20][CH:19]([CH3:23])[CH2:18][C:17]([NH:16][C:12]1[CH:13]=[CH:14][C:15]2[N:3]([CH2:1][CH3:2])[C:4]3[C:9]([C:10]=2[CH:11]=1)=[CH:8][CH:7]=[CH:6][CH:5]=3)=[O:27])#[N:40]. The catalyst class is: 3. (6) Reactant: COC([CH:5]1[C:13](=[O:14])[C:12]2[N:8]([C:9]([NH:28][CH2:29][CH2:30][N:31]3[CH2:36][CH2:35][O:34][CH2:33][CH2:32]3)=[C:10]([C:22]3[CH:27]=[CH:26][N:25]=[CH:24][CH:23]=3)[C:11]=2[C:15]2[CH:20]=[CH:19][C:18]([F:21])=[CH:17][CH:16]=2)[CH2:7][CH2:6]1)=O.[OH-].[Na+].Cl. Product: [F:21][C:18]1[CH:17]=[CH:16][C:15]([C:11]2[C:10]([C:22]3[CH:23]=[CH:24][N:25]=[CH:26][CH:27]=3)=[C:9]([NH:28][CH2:29][CH2:30][N:31]3[CH2:36][CH2:35][O:34][CH2:33][CH2:32]3)[N:8]3[C:12]=2[C:13](=[O:14])[CH2:5][CH2:6][CH2:7]3)=[CH:20][CH:19]=1. The catalyst class is: 6.